Dataset: Peptide-MHC class II binding affinity with 134,281 pairs from IEDB. Task: Regression. Given a peptide amino acid sequence and an MHC pseudo amino acid sequence, predict their binding affinity value. This is MHC class II binding data. (1) The peptide sequence is IRYPLTFGWCFKLVPVDPREVEEA. The MHC is HLA-DQA10501-DQB10301 with pseudo-sequence HLA-DQA10501-DQB10301. The binding affinity (normalized) is 0.0920. (2) The peptide sequence is SQTAANPSCPEGT. The MHC is DRB3_0101 with pseudo-sequence DRB3_0101. The binding affinity (normalized) is 0. (3) The binding affinity (normalized) is 0.371. The peptide sequence is WKPDTVYTSKLQFGA. The MHC is HLA-DPA10201-DPB10101 with pseudo-sequence HLA-DPA10201-DPB10101. (4) The peptide sequence is LFRVYSNFLRGKLKL. The MHC is DRB1_0701 with pseudo-sequence DRB1_0701. The binding affinity (normalized) is 0.796.